Task: Predict the product of the given reaction.. Dataset: Forward reaction prediction with 1.9M reactions from USPTO patents (1976-2016) (1) Given the reactants [Na+].[I-].C([O-])([O-])=O.[K+].[K+].C([CH:13]1[CH2:18][CH2:17][CH2:16][NH:15][CH2:14]1)CCC.Cl[CH2:20][CH2:21][CH2:22][N:23]1[C:28]2[CH:29]=[CH:30][CH:31]=[CH:32][C:27]=2[O:26][CH2:25][C:24]1=[O:33], predict the reaction product. The product is: [CH2:14]([CH:18]1[CH2:13][CH2:14][N:15]([CH2:20][CH2:21][CH2:22][N:23]2[C:28]3[CH:29]=[CH:30][CH:31]=[CH:32][C:27]=3[O:26][CH2:25][C:24]2=[O:33])[CH2:16][CH2:17]1)[CH2:13][CH2:18][CH3:17]. (2) Given the reactants [N:1]1[CH:6]=[CH:5][CH:4]=[C:3]([NH:7][C:8](=[O:15])OCC(Cl)(Cl)Cl)[CH:2]=1.[F:16][C:17]1[CH:22]=[CH:21][CH:20]=[CH:19][C:18]=1[C:23]1[N:24]=[C:25]([N:28]2[CH2:33][CH2:32][NH:31][CH2:30][CH2:29]2)[S:26][CH:27]=1.C(N(C(C)C)CC)(C)C, predict the reaction product. The product is: [F:16][C:17]1[CH:22]=[CH:21][CH:20]=[CH:19][C:18]=1[C:23]1[N:24]=[C:25]([N:28]2[CH2:29][CH2:30][N:31]([C:8]([NH:7][C:3]3[CH:2]=[N:1][CH:6]=[CH:5][CH:4]=3)=[O:15])[CH2:32][CH2:33]2)[S:26][CH:27]=1. (3) Given the reactants [CH3:1][O:2][C:3](=[O:15])[C:4](=O)[CH:5](Cl)[C:6]1[CH:11]=[CH:10][C:9]([CH3:12])=[CH:8][CH:7]=1.[C:16]([NH2:19])(=[S:18])[CH3:17], predict the reaction product. The product is: [CH3:1][O:2][C:3]([C:4]1[N:19]=[C:16]([CH3:17])[S:18][C:5]=1[C:6]1[CH:11]=[CH:10][C:9]([CH3:12])=[CH:8][CH:7]=1)=[O:15]. (4) Given the reactants Cl.[CH3:2][C:3]1[CH:8]=[C:7]([CH:9]2[CH2:14][CH2:13][NH:12][CH2:11][CH2:10]2)[C:6]([CH3:15])=[CH:5][C:4]=1[NH:16][C:17]1[N:22]=[C:21]([NH:23][C:24]2[CH:28]=[C:27]([CH3:29])[NH:26][N:25]=2)[C:20]([CH3:30])=[CH:19][N:18]=1.[F:31][C:32]([F:37])([F:36])[C@@H:33]1[CH2:35][O:34]1, predict the reaction product. The product is: [CH3:15][C:6]1[CH:5]=[C:4]([NH:16][C:17]2[N:22]=[C:21]([NH:23][C:24]3[CH:28]=[C:27]([CH3:29])[NH:26][N:25]=3)[C:20]([CH3:30])=[CH:19][N:18]=2)[C:3]([CH3:2])=[CH:8][C:7]=1[CH:9]1[CH2:14][CH2:13][N:12]([CH2:35][C@H:33]([OH:34])[C:32]([F:37])([F:36])[F:31])[CH2:11][CH2:10]1. (5) Given the reactants [F:1][C:2]1[C:7]([NH:8][C:9](=O)[C:10]2[CH:15]=[C:14]([O:16][CH3:17])[CH:13]=[C:12]([C:18]3[CH:23]=[CH:22][CH:21]=[C:20]([F:24])[CH:19]=3)[CH:11]=2)=[C:6]([CH3:26])[C:5]([OH:27])=[CH:4][CH:3]=1, predict the reaction product. The product is: [F:1][C:2]1[CH:3]=[CH:4][C:5]([OH:27])=[C:6]([CH3:26])[C:7]=1[NH:8][CH2:9][C:10]1[CH:15]=[C:14]([O:16][CH3:17])[CH:13]=[C:12]([C:18]2[CH:23]=[CH:22][CH:21]=[C:20]([F:24])[CH:19]=2)[CH:11]=1.